Task: Predict the reaction yield, written as a fraction of the theoretical maximum amount of product (1.0 means a 100% yield; for example, 0.34 means a 34% yield).. Dataset: Reaction yield outcomes from USPTO patents with 853,638 reactions (1) The reactants are [Br:1][C:2]1[CH:3]=[C:4](I)[C:5]([NH2:8])=[N:6][CH:7]=1.[F:10][C:11]1[CH:19]=[CH:18][CH:17]=[C:16]2[C:12]=1[CH:13]=[C:14](B1OC(C)(C)C(C)(C)O1)[NH:15]2.C([O-])([O-])=O.[Cs+].[Cs+]. The catalyst is O1CCOCC1.O.[Pd](Cl)Cl.C(P(C(C)(C)C)[C-]1C=CC=C1)(C)(C)C.[C-]1(P(C(C)(C)C)C(C)(C)C)C=CC=C1.[Fe+2]. The product is [Br:1][C:2]1[CH:3]=[C:4]([C:14]2[NH:15][C:16]3[C:12]([CH:13]=2)=[C:11]([F:10])[CH:19]=[CH:18][CH:17]=3)[C:5]([NH2:8])=[N:6][CH:7]=1. The yield is 0.700. (2) The reactants are [Cl:1][C:2]1[N:3]=[C:4]2[NH:12][C:11]([CH3:14])([CH3:13])[CH2:10][CH2:9][N:5]2[C:6](=[O:8])[CH:7]=1.C(=O)([O-])[O-].[Cs+].[Cs+].CS(O[CH2:26][CH2:27][O:28][CH:29]([CH3:31])[CH3:30])(=O)=O.O. The catalyst is CC#N.C(OCC)(=O)C. The product is [Cl:1][C:2]1[N:3]=[C:4]2[N:12]([CH2:26][CH2:27][O:28][CH:29]([CH3:31])[CH3:30])[C:11]([CH3:14])([CH3:13])[CH2:10][CH2:9][N:5]2[C:6](=[O:8])[CH:7]=1. The yield is 0.670. (3) The reactants are [Br:1][C:2]1[CH:7]=[CH:6][C:5]([O:8][CH3:9])=[CH:4][C:3]=1[CH3:10].[Br:11]N1C(=O)CCC1=O. The catalyst is ClCCl.C(OOC(=O)C1C=CC=CC=1)(=O)C1C=CC=CC=1. The product is [Br:1][C:2]1[CH:7]=[CH:6][C:5]([O:8][CH3:9])=[CH:4][C:3]=1[CH2:10][Br:11]. The yield is 0.720. (4) The reactants are Br[C:2]1[CH:3]=[C:4]2[C:10]([C:11]3[N:16]=[C:15]([N:17]4[CH2:22]CC[C@H:19]([NH:23][C:24](=O)OC(C)(C)C)[CH2:18]4)[CH:14]=[CH:13][CH:12]=3)=[N:9][N:8](C3CCCCO3)[C:5]2=[CH:6][N:7]=1.[CH3:37][N:38]1[CH2:43][CH2:42][NH:41][CH2:40][C:39]1=[O:44]. No catalyst specified. The product is [CH3:37][N:38]1[CH2:43][CH2:42][N:41]([C:2]2[CH:3]=[C:4]3[C:10]([C:11]4[CH:12]=[CH:13][CH:14]=[C:15]([N:17]5[CH2:22][CH2:24][NH:23][CH2:19][CH2:18]5)[N:16]=4)=[N:9][NH:8][C:5]3=[CH:6][N:7]=2)[CH2:40][C:39]1=[O:44]. The yield is 0.280. (5) The reactants are [CH2:1]([N:8]([CH2:20][C:21]1[CH:26]=[CH:25][CH:24]=[CH:23][CH:22]=1)[C@@H:9]1[CH2:18][CH2:17][C:16]2[C:11](=[C:12](Br)[CH:13]=[CH:14][CH:15]=2)[CH2:10]1)[C:2]1[CH:7]=[CH:6][CH:5]=[CH:4][CH:3]=1.[F:27][C:28]1[C:33](B(O)O)=[CH:32][CH:31]=[CH:30][N:29]=1. No catalyst specified. The product is [CH2:1]([N:8]([CH2:20][C:21]1[CH:26]=[CH:25][CH:24]=[CH:23][CH:22]=1)[C@@H:9]1[CH2:18][CH2:17][C:16]2[C:11](=[C:12]([C:33]3[C:28]([F:27])=[N:29][CH:30]=[CH:31][CH:32]=3)[CH:13]=[CH:14][CH:15]=2)[CH2:10]1)[C:2]1[CH:7]=[CH:6][CH:5]=[CH:4][CH:3]=1. The yield is 0.750. (6) The reactants are [CH2:1]([O:3][C:4](=[O:22])[CH:5]([NH:11][C:12]([O:14][CH2:15][C:16]1[CH:21]=[CH:20][CH:19]=[CH:18][CH:17]=1)=[O:13])[CH2:6][CH2:7][C:8](=[O:10])N)[CH3:2].N(OC(C)(C)C)=[O:24]. The catalyst is C(#N)C. The product is [CH2:1]([O:3][C:4](=[O:22])[CH:5]([NH:11][C:12]([O:14][CH2:15][C:16]1[CH:21]=[CH:20][CH:19]=[CH:18][CH:17]=1)=[O:13])[CH2:6][CH2:7][C:8]([OH:24])=[O:10])[CH3:2]. The yield is 0.647.